This data is from NCI-60 drug combinations with 297,098 pairs across 59 cell lines. The task is: Regression. Given two drug SMILES strings and cell line genomic features, predict the synergy score measuring deviation from expected non-interaction effect. (1) Drug 1: CN(C)C1=NC(=NC(=N1)N(C)C)N(C)C. Drug 2: C1=CC(=CC=C1CCCC(=O)O)N(CCCl)CCCl. Cell line: HS 578T. Synergy scores: CSS=11.4, Synergy_ZIP=1.31, Synergy_Bliss=4.79, Synergy_Loewe=-7.97, Synergy_HSA=-1.62. (2) Drug 2: C1CC(C1)(C(=O)O)C(=O)O.[NH2-].[NH2-].[Pt+2]. Drug 1: CC1=C(C(CCC1)(C)C)C=CC(=CC=CC(=CC(=O)O)C)C. Synergy scores: CSS=5.04, Synergy_ZIP=-4.07, Synergy_Bliss=-5.83, Synergy_Loewe=-2.19, Synergy_HSA=-4.18. Cell line: SK-MEL-28. (3) Drug 1: CC1CCC2CC(C(=CC=CC=CC(CC(C(=O)C(C(C(=CC(C(=O)CC(OC(=O)C3CCCCN3C(=O)C(=O)C1(O2)O)C(C)CC4CCC(C(C4)OC)OCCO)C)C)O)OC)C)C)C)OC. Drug 2: CC1=C(N=C(N=C1N)C(CC(=O)N)NCC(C(=O)N)N)C(=O)NC(C(C2=CN=CN2)OC3C(C(C(C(O3)CO)O)O)OC4C(C(C(C(O4)CO)O)OC(=O)N)O)C(=O)NC(C)C(C(C)C(=O)NC(C(C)O)C(=O)NCCC5=NC(=CS5)C6=NC(=CS6)C(=O)NCCC[S+](C)C)O. Cell line: SK-OV-3. Synergy scores: CSS=26.4, Synergy_ZIP=-5.71, Synergy_Bliss=-2.71, Synergy_Loewe=-0.100, Synergy_HSA=0.654. (4) Drug 1: C1=CC(=C2C(=C1NCCNCCO)C(=O)C3=C(C=CC(=C3C2=O)O)O)NCCNCCO. Drug 2: CNC(=O)C1=NC=CC(=C1)OC2=CC=C(C=C2)NC(=O)NC3=CC(=C(C=C3)Cl)C(F)(F)F. Cell line: RPMI-8226. Synergy scores: CSS=58.2, Synergy_ZIP=0.327, Synergy_Bliss=-1.31, Synergy_Loewe=-3.60, Synergy_HSA=0.402. (5) Drug 1: CC1C(C(CC(O1)OC2CC(CC3=C2C(=C4C(=C3O)C(=O)C5=C(C4=O)C(=CC=C5)OC)O)(C(=O)C)O)N)O.Cl. Drug 2: C1=C(C(=O)NC(=O)N1)N(CCCl)CCCl. Cell line: TK-10. Synergy scores: CSS=14.2, Synergy_ZIP=0.754, Synergy_Bliss=5.92, Synergy_Loewe=-0.0963, Synergy_HSA=6.50. (6) Drug 1: C1=NC2=C(N1)C(=S)N=C(N2)N. Drug 2: CC1CCC2CC(C(=CC=CC=CC(CC(C(=O)C(C(C(=CC(C(=O)CC(OC(=O)C3CCCCN3C(=O)C(=O)C1(O2)O)C(C)CC4CCC(C(C4)OC)OCCO)C)C)O)OC)C)C)C)OC. Cell line: RPMI-8226. Synergy scores: CSS=28.6, Synergy_ZIP=-3.61, Synergy_Bliss=-3.01, Synergy_Loewe=-12.5, Synergy_HSA=-2.42. (7) Drug 1: C1=CC(=CC=C1CCC2=CNC3=C2C(=O)NC(=N3)N)C(=O)NC(CCC(=O)O)C(=O)O. Drug 2: C1=C(C(=O)NC(=O)N1)N(CCCl)CCCl. Cell line: MCF7. Synergy scores: CSS=28.8, Synergy_ZIP=-11.1, Synergy_Bliss=-13.6, Synergy_Loewe=-7.37, Synergy_HSA=-4.03. (8) Cell line: CCRF-CEM. Synergy scores: CSS=35.6, Synergy_ZIP=-3.85, Synergy_Bliss=-1.22, Synergy_Loewe=-23.5, Synergy_HSA=-2.64. Drug 1: CC1=C(N=C(N=C1N)C(CC(=O)N)NCC(C(=O)N)N)C(=O)NC(C(C2=CN=CN2)OC3C(C(C(C(O3)CO)O)O)OC4C(C(C(C(O4)CO)O)OC(=O)N)O)C(=O)NC(C)C(C(C)C(=O)NC(C(C)O)C(=O)NCCC5=NC(=CS5)C6=NC(=CS6)C(=O)NCCC[S+](C)C)O. Drug 2: C1CC(=O)NC(=O)C1N2C(=O)C3=CC=CC=C3C2=O.